This data is from Catalyst prediction with 721,799 reactions and 888 catalyst types from USPTO. The task is: Predict which catalyst facilitates the given reaction. (1) Reactant: [F:1][C:2]1[CH:7]=[CH:6][C:5]([N:8]2[CH2:13][CH2:12][N:11]([S:14]([CH2:17][CH:18]([CH2:29][CH:30]([CH3:32])[CH3:31])[C:19]([O:21]CC3C=CC=CC=3)=[O:20])(=[O:16])=[O:15])[CH2:10][CH2:9]2)=[CH:4][CH:3]=1. Product: [F:1][C:2]1[CH:7]=[CH:6][C:5]([N:8]2[CH2:13][CH2:12][N:11]([S:14]([CH2:17][CH:18]([CH2:29][CH:30]([CH3:32])[CH3:31])[C:19]([OH:21])=[O:20])(=[O:16])=[O:15])[CH2:10][CH2:9]2)=[CH:4][CH:3]=1. The catalyst class is: 19. (2) Reactant: Cl[S:2]([C:5]1[CH:10]=[CH:9][C:8]([CH2:11][C:12]([O:14][CH3:15])=[O:13])=[CH:7][CH:6]=1)(=[O:4])=[O:3].[NH:16]1[CH2:21][CH2:20][O:19][CH2:18][CH2:17]1.C(N(CC)CC)C. Product: [O:19]1[CH2:20][CH2:21][N:16]([S:2]([C:5]2[CH:10]=[CH:9][C:8]([CH2:11][C:12]([O:14][CH3:15])=[O:13])=[CH:7][CH:6]=2)(=[O:4])=[O:3])[CH2:17][CH2:18]1. The catalyst class is: 2. (3) Reactant: [CH3:1][S:2]([C:5]1[CH:10]=[CH:9][C:8]([C:11]2[N:16]=[CH:15][C:14]([O:17][CH2:18][CH:19]3[CH2:24][CH2:23][N:22]([C:25]([O:27][C:28](C)([CH3:30])[CH3:29])=[O:26])[CH2:21][CH2:20]3)=[CH:13][CH:12]=2)=[CH:7][CH:6]=1)(=[O:4])=[O:3].C(O)(C(F)(F)F)=O.ClC(OC(C)C)=O. Product: [CH3:1][S:2]([C:5]1[CH:10]=[CH:9][C:8]([C:11]2[N:16]=[CH:15][C:14]([O:17][CH2:18][CH:19]3[CH2:24][CH2:23][N:22]([C:25]([O:27][CH:28]([CH3:30])[CH3:29])=[O:26])[CH2:21][CH2:20]3)=[CH:13][CH:12]=2)=[CH:7][CH:6]=1)(=[O:3])=[O:4]. The catalyst class is: 91. (4) The catalyst class is: 24. Reactant: [C:1]1([CH2:7][C:8](=[O:14])[CH2:9][CH2:10][CH2:11][CH2:12][CH3:13])[CH:6]=[CH:5][CH:4]=[CH:3][CH:2]=1.N1CCCC[CH2:16]1.C(O)(=O)C.C=O. Product: [C:1]1([C:7]([C:8](=[O:14])[CH2:9][CH2:10][CH2:11][CH2:12][CH3:13])=[CH2:16])[CH:6]=[CH:5][CH:4]=[CH:3][CH:2]=1. (5) Reactant: Cl.[NH2:2][C@@H:3]1[CH2:5][C@H:4]1[C:6]1[CH:11]=[CH:10][C:9]([NH:12][C:13]([C:15]2[CH:20]=[CH:19][C:18]([C:21]3[CH:26]=[CH:25][CH:24]=[CH:23][CH:22]=3)=[CH:17][CH:16]=2)=[O:14])=[CH:8][CH:7]=1.[CH:27](=O)[C:28]1[CH:33]=[CH:32][CH:31]=[CH:30][CH:29]=1.C(=O)([O-])O.[Na+].[BH4-].[Na+]. Product: [CH2:27]([NH:2][C@@H:3]1[CH2:5][C@H:4]1[C:6]1[CH:7]=[CH:8][C:9]([NH:12][C:13]([C:15]2[CH:20]=[CH:19][C:18]([C:21]3[CH:26]=[CH:25][CH:24]=[CH:23][CH:22]=3)=[CH:17][CH:16]=2)=[O:14])=[CH:10][CH:11]=1)[C:28]1[CH:33]=[CH:32][CH:31]=[CH:30][CH:29]=1. The catalyst class is: 24. (6) Reactant: [Cl:1][C:2]1[CH:3]=[C:4]([C@@H:8]2[C@@H:13]([C:14]3[CH:19]=[CH:18][C:17]([Cl:20])=[CH:16][CH:15]=3)[NH:12][C:11](=[O:21])[CH2:10][CH2:9]2)[CH:5]=[CH:6][CH:7]=1.[Li][CH2:23][CH2:24][CH2:25]C.C(Br)C=C. Product: [CH2:25]([C@@H:10]1[CH2:9][C@H:8]([C:4]2[CH:5]=[CH:6][CH:7]=[C:2]([Cl:1])[CH:3]=2)[C@@H:13]([C:14]2[CH:15]=[CH:16][C:17]([Cl:20])=[CH:18][CH:19]=2)[NH:12][C:11]1=[O:21])[CH:24]=[CH2:23]. The catalyst class is: 1. (7) Reactant: Cl.[Cl:2][C:3]1[CH:4]=[C:5]2[C:9](=[CH:10][CH:11]=1)[NH:8][CH:7]=[C:6]2[CH2:12][CH2:13][NH2:14].[CH3:15][C:16]1[C:17]([C:27](Cl)=[O:28])=[N:18][N:19]([C:21]2[CH:26]=[CH:25][CH:24]=[CH:23][CH:22]=2)[N:20]=1.C(N(CC)CC)C.C(OCC)(=O)C. Product: [Cl:2][C:3]1[CH:4]=[C:5]2[C:9](=[CH:10][CH:11]=1)[NH:8][CH:7]=[C:6]2[CH2:12][CH2:13][NH:14][C:27]([C:17]1[C:16]([CH3:15])=[N:20][N:19]([C:21]2[CH:26]=[CH:25][CH:24]=[CH:23][CH:22]=2)[N:18]=1)=[O:28]. The catalyst class is: 4.